Dataset: Forward reaction prediction with 1.9M reactions from USPTO patents (1976-2016). Task: Predict the product of the given reaction. Given the reactants [CH2:1]([O:8][C:9]1[C:14](=[O:15])[N:13]2[CH:16]=[CH:17][N:18]([CH2:19][C:20](=[O:27])[N:21]3[CH2:26][CH2:25][CH2:24][CH2:23][CH2:22]3)[C:12]2=[N:11][C:10]=1[C:28]([OH:30])=O)[C:2]1[CH:7]=[CH:6][CH:5]=[CH:4][CH:3]=1.Cl.[NH2:32][CH2:33][C:34](=[O:43])[CH2:35][C:36]1[CH:41]=[CH:40][C:39]([F:42])=[CH:38][CH:37]=1.CCN=C=NCCCN(C)C.Cl.C1C=CC2N(O)N=NC=2C=1.C(=O)(O)[O-].[Na+], predict the reaction product. The product is: [F:42][C:39]1[CH:38]=[CH:37][C:36]([CH2:35][C:34](=[O:43])[CH2:33][NH:32][C:28]([C:10]2[N:11]=[C:12]3[N:18]([CH2:19][C:20](=[O:27])[N:21]4[CH2:22][CH2:23][CH2:24][CH2:25][CH2:26]4)[CH:17]=[CH:16][N:13]3[C:14](=[O:15])[C:9]=2[O:8][CH2:1][C:2]2[CH:3]=[CH:4][CH:5]=[CH:6][CH:7]=2)=[O:30])=[CH:41][CH:40]=1.